From a dataset of Reaction yield outcomes from USPTO patents with 853,638 reactions. Predict the reaction yield, written as a fraction of the theoretical maximum amount of product (1.0 means a 100% yield; for example, 0.34 means a 34% yield). (1) The reactants are [C:1]([O:4][O-:5])([O-:3])=[O:2].[Na+:6].[OH:7][OH:8]. The product is [C:1]([O-:4])([O-:3])=[O:2].[C:1]([O-:4])([O-:3])=[O:2].[OH:7][OH:8].[OH:4][OH:5].[OH:4][OH:5].[Na+:6].[Na+:6].[Na+:6].[Na+:6].[C:1]([O:4][O-:5])([O-:3])=[O:2].[Na+:6]. The yield is 0.850. No catalyst specified. (2) The reactants are [CH3:1][O:2][C:3]1[CH:4]=[C:5]([Mg]Br)[CH:6]=[CH:7][CH:8]=1.[N:11]12[CH2:18][CH2:17][C:14]([C:19]([O:21]CC)=O)([CH2:15][CH2:16]1)[CH2:13][CH2:12]2. The product is [N:11]12[CH2:12][CH2:13][C:14]([C:19]([C:7]3[CH:6]=[CH:5][CH:4]=[C:3]([O:2][CH3:1])[CH:8]=3)([C:5]3[CH:6]=[CH:7][CH:8]=[C:3]([O:2][CH3:1])[CH:4]=3)[OH:21])([CH2:15][CH2:16]1)[CH2:17][CH2:18]2. The catalyst is C1COCC1. The yield is 0.929.